This data is from Full USPTO retrosynthesis dataset with 1.9M reactions from patents (1976-2016). The task is: Predict the reactants needed to synthesize the given product. Given the product [O:19]=[C:14]1[CH2:13][CH2:12][C:11]2[C:16](=[CH:17][CH:18]=[C:9]([C:6]3[CH:5]=[CH:4][C:3]([C:2]([F:1])([F:20])[F:21])=[CH:8][CH:7]=3)[CH:10]=2)[N:15]1[C:35]([O:34][CH2:27][C:28]1[CH:33]=[CH:32][CH:31]=[CH:30][CH:29]=1)=[O:36], predict the reactants needed to synthesize it. The reactants are: [F:1][C:2]([F:21])([F:20])[C:3]1[CH:8]=[CH:7][C:6]([C:9]2[CH:10]=[C:11]3[C:16](=[CH:17][CH:18]=2)[NH:15][C:14](=[O:19])[CH2:13][CH2:12]3)=[CH:5][CH:4]=1.C([Li])CCC.[CH2:27]([O:34][C:35](Cl)=[O:36])[C:28]1[CH:33]=[CH:32][CH:31]=[CH:30][CH:29]=1.C(OCC)C.